Dataset: Catalyst prediction with 721,799 reactions and 888 catalyst types from USPTO. Task: Predict which catalyst facilitates the given reaction. (1) Reactant: [CH2:1]([O:3][C:4]([C:6]1([C:9]2[CH:14]=[CH:13][C:12]([C:15]3[CH:20]=[CH:19][C:18]([C:21]4[S:22][C:23]([F:29])=[CH:24][C:25]=4C(O)=O)=[CH:17][C:16]=3[O:30][CH3:31])=[CH:11][CH:10]=2)[CH2:8][CH2:7]1)=[O:5])[CH3:2].C([N:34]([CH2:37]C)CC)C.C1(P(N=[N+]=[N-])(C2C=CC=CC=2)=[O:46])C=CC=CC=1.[F:56][C:57]1[CH:62]=[CH:61][CH:60]=[CH:59][C:58]=1[C@H:63]([OH:65])[CH3:64]. Product: [CH2:1]([O:3][C:4]([C:6]1([C:9]2[CH:10]=[CH:11][C:12]([C:15]3[CH:20]=[CH:19][C:18]([C:21]4[S:22][C:23]([F:29])=[CH:24][C:25]=4[NH:34][C:37]([O:65][C@@H:63]([C:58]4[CH:59]=[CH:60][CH:61]=[CH:62][C:57]=4[F:56])[CH3:64])=[O:46])=[CH:17][C:16]=3[O:30][CH3:31])=[CH:13][CH:14]=2)[CH2:8][CH2:7]1)=[O:5])[CH3:2]. The catalyst class is: 727. (2) Reactant: [Cl:1][C:2]1[CH:9]=[CH:8][C:5]([CH:6]=[O:7])=[C:4](F)[CH:3]=1.Cl.[N:12]1([C:17]([CH:19]2[CH2:24][CH2:23][NH:22][CH2:21][CH2:20]2)=[O:18])[CH2:16][CH2:15][CH2:14][CH2:13]1.C(=O)([O-])[O-].[K+].[K+].CS(C)=O. Product: [Cl:1][C:2]1[CH:9]=[CH:8][C:5]([CH:6]=[O:7])=[C:4]([N:22]2[CH2:21][CH2:20][CH:19]([C:17]([N:12]3[CH2:16][CH2:15][CH2:14][CH2:13]3)=[O:18])[CH2:24][CH2:23]2)[CH:3]=1. The catalyst class is: 6. (3) Reactant: [O:1]=[O+][O-].[Cl:4][C:5]1[CH:10]=[CH:9][C:8]([C:11]2[N:12]=[C:13]([C:21]3[O:22]C=CC=3)[C:14]3[CH:20]=[CH:19][CH:18]=[N:17][C:15]=3[N:16]=2)=[C:7]([F:26])[C:6]=1[O:27][CH3:28]. Product: [C:21]([C:13]1[C:14]2[CH:20]=[CH:19][CH:18]=[N:17][C:15]=2[N:16]=[C:11]([C:8]2[CH:9]=[CH:10][C:5]([Cl:4])=[C:6]([O:27][CH3:28])[C:7]=2[F:26])[N:12]=1)([OH:1])=[O:22]. The catalyst class is: 4.